Dataset: Forward reaction prediction with 1.9M reactions from USPTO patents (1976-2016). Task: Predict the product of the given reaction. (1) Given the reactants Cl.O1CCOCC1.[OH:8][C@@H:9]([C:20]1[CH:25]=[CH:24][CH:23]=[C:22]([O:26][CH2:27][C:28]2[CH:33]=[CH:32][CH:31]=[C:30]([CH3:34])[N:29]=2)[CH:21]=1)[CH2:10][CH2:11][NH:12]C(=O)OC(C)(C)C, predict the reaction product. The product is: [NH2:12][CH2:11][CH2:10][C@H:9]([C:20]1[CH:25]=[CH:24][CH:23]=[C:22]([O:26][CH2:27][C:28]2[CH:33]=[CH:32][CH:31]=[C:30]([CH3:34])[N:29]=2)[CH:21]=1)[OH:8]. (2) Given the reactants C[O:2][C:3](=[O:41])[C:4]1[CH:9]=[CH:8][C:7]([NH:10][C:11]([N:13]2[CH2:17][C@@H:16]([CH2:18][C:19]([CH3:22])([CH3:21])[CH3:20])[C@@:15]([C:25]3[CH:30]=[CH:29][C:28]([Cl:31])=[CH:27][C:26]=3[F:32])([C:23]#[N:24])[C@H:14]2[C:33]2[CH:38]=[CH:37][CH:36]=[C:35]([Cl:39])[C:34]=2[F:40])=[O:12])=[CH:6][CH:5]=1.[Li+].[OH-], predict the reaction product. The product is: [Cl:39][C:35]1[C:34]([F:40])=[C:33]([C@@H:14]2[C@:15]([C:25]3[CH:30]=[CH:29][C:28]([Cl:31])=[CH:27][C:26]=3[F:32])([C:23]#[N:24])[C@H:16]([CH2:18][C:19]([CH3:22])([CH3:21])[CH3:20])[CH2:17][N:13]2[C:11]([NH:10][C:7]2[CH:6]=[CH:5][C:4]([C:3]([OH:41])=[O:2])=[CH:9][CH:8]=2)=[O:12])[CH:38]=[CH:37][CH:36]=1. (3) Given the reactants C[O:2][C:3]([C:5]1[CH:6]=[C:7]2[C:11](=[CH:12][CH:13]=1)[NH:10][C:9](=[O:14])[CH2:8]2)=[O:4].[OH-].[Na+], predict the reaction product. The product is: [C:3]([C:5]1[CH:6]=[C:7]2[C:11](=[CH:12][CH:13]=1)[NH:10][C:9](=[O:14])[CH2:8]2)([OH:4])=[O:2].